Dataset: Catalyst prediction with 721,799 reactions and 888 catalyst types from USPTO. Task: Predict which catalyst facilitates the given reaction. Reactant: [CH2:1]([O:3][C:4]([C:6]1[C:7]2[S:14][CH:13]=[C:12]([CH2:15][O:16][C:17]3[CH:22]=[CH:21][CH:20]=[C:19]([NH2:23])[CH:18]=3)[C:8]=2[CH:9]=[N:10][CH:11]=1)=[O:5])[CH3:2].C(N(C(C)C)CC)(C)C.[Cl:33][C:34]1[CH:35]=[C:36]([CH:40]=[CH:41][CH:42]=1)[C:37](Cl)=[O:38]. Product: [CH2:1]([O:3][C:4]([C:6]1[C:7]2[S:14][CH:13]=[C:12]([CH2:15][O:16][C:17]3[CH:22]=[CH:21][CH:20]=[C:19]([NH:23][C:37](=[O:38])[C:36]4[CH:40]=[CH:41][CH:42]=[C:34]([Cl:33])[CH:35]=4)[CH:18]=3)[C:8]=2[CH:9]=[N:10][CH:11]=1)=[O:5])[CH3:2]. The catalyst class is: 1.